Dataset: Forward reaction prediction with 1.9M reactions from USPTO patents (1976-2016). Task: Predict the product of the given reaction. (1) Given the reactants [N+]([C:4]1[CH:12]=[CH:11][C:7]([C:8](Cl)=O)=[CH:6][CH:5]=1)([O-])=O.[OH2:13].N1C=C[CH:17]=[CH:16][CH:15]=1, predict the reaction product. The product is: [CH:4]12[CH2:8][CH:7]([C:11](=[O:13])[CH2:12]1)[CH:6]1[CH:5]2[CH:15]=[CH:16][CH2:17]1. (2) Given the reactants [CH2:1]([C:3]1[N:4]=[C:5]2[C:10]([C:11]#[N:12])=[CH:9][CH:8]=[CH:7][N:6]2[CH:13]=1)[CH3:2].I[C:15]1[CH:16]=[C:17]([OH:21])[CH:18]=[CH:19][CH:20]=1.C([O-])(=O)C.[K+], predict the reaction product. The product is: [CH2:1]([C:3]1[N:4]=[C:5]2[C:10]([C:11]#[N:12])=[CH:9][CH:8]=[CH:7][N:6]2[C:13]=1[C:15]1[CH:20]=[CH:19][CH:18]=[C:17]([OH:21])[CH:16]=1)[CH3:2].